Dataset: Peptide-MHC class I binding affinity with 185,985 pairs from IEDB/IMGT. Task: Regression. Given a peptide amino acid sequence and an MHC pseudo amino acid sequence, predict their binding affinity value. This is MHC class I binding data. (1) The peptide sequence is ELIDVLKTR. The MHC is HLA-A68:01 with pseudo-sequence HLA-A68:01. The binding affinity (normalized) is 1.00. (2) The peptide sequence is LQYEGGAAL. The MHC is HLA-A31:01 with pseudo-sequence HLA-A31:01. The binding affinity (normalized) is 0.256. (3) The peptide sequence is RAFTEEGAI. The MHC is HLA-A02:06 with pseudo-sequence HLA-A02:06. The binding affinity (normalized) is 0. (4) The peptide sequence is TWLPVLLGSF. The MHC is HLA-A24:02 with pseudo-sequence HLA-A24:02. The binding affinity (normalized) is 0.454.